From a dataset of Plasma protein binding rate (PPBR) regression data from AstraZeneca. Regression/Classification. Given a drug SMILES string, predict its absorption, distribution, metabolism, or excretion properties. Task type varies by dataset: regression for continuous measurements (e.g., permeability, clearance, half-life) or binary classification for categorical outcomes (e.g., BBB penetration, CYP inhibition). For this dataset (ppbr_az), we predict Y. (1) The drug is C[C@@](C(=O)O[C@H]1C[N+]2(Cc3nc(-c4ccccc4)no3)CCC1CC2)(c1ccccc1)N1CCCCC1. The Y is 97.7 %. (2) The drug is N#Cc1c(-c2ccc(-c3ccccc3Cl)cc2)nc2ccncc2c1O. The Y is 99.9 %. (3) The compound is CC(C)[C@H]1C(=O)N[C@H](CO)Cc2ccccc2N1C. The Y is 62.9 %. (4) The drug is CC(C)Cn1c(=O)n(C)c(=O)c2c(C(=O)N3CC[C@@H](O)C3)c(Oc3cccc4ccccc34)sc21. The Y is 99.3 %. (5) The molecule is COc1ccc(-c2cc(N)n3ncc(C#N)c3n2)cc1. The Y is 93.2 %. (6) The Y is 99.2 %. The compound is Cc1ccc(S(=O)(=O)Nc2c(C(=O)N[C@H](C)C(C)(C)C)c(C)nn2-c2ccccc2)cc1.